This data is from Full USPTO retrosynthesis dataset with 1.9M reactions from patents (1976-2016). The task is: Predict the reactants needed to synthesize the given product. (1) Given the product [OH:24][CH2:23][CH2:22][C:5]1[CH:6]=[C:7]2[C:20](=[CH:21][C:4]=1[N+:1]([O-:3])=[O:2])[CH2:19][C@:9]1([C:17]3[C:12](=[N:13][CH:14]=[CH:15][CH:16]=3)[NH:11][C:10]1=[O:18])[CH2:8]2, predict the reactants needed to synthesize it. The reactants are: [N+:1]([C:4]1[CH:21]=[C:20]2[C:7]([CH2:8][C@:9]3([CH2:19]2)[C:17]2[C:12](=[N:13][CH:14]=[CH:15][CH:16]=2)[NH:11][C:10]3=[O:18])=[CH:6][C:5]=1[CH2:22][C:23](O)=[O:24])([O-:3])=[O:2].B. (2) Given the product [C:23]([O:27][C:28](=[O:29])[NH:13][C:9]1([C:6]2[CH:5]=[CH:4][C:3]([Br:2])=[CH:8][CH:7]=2)[CH2:12][CH2:11][CH2:10]1)([CH3:26])([CH3:25])[CH3:24], predict the reactants needed to synthesize it. The reactants are: Cl.[Br:2][C:3]1[CH:8]=[CH:7][C:6]([C:9]2([NH2:13])[CH2:12][CH2:11][CH2:10]2)=[CH:5][CH:4]=1.C(N(C(C)C)CC)(C)C.[C:23]([O:27][C:28](O[C:28]([O:27][C:23]([CH3:26])([CH3:25])[CH3:24])=[O:29])=[O:29])([CH3:26])([CH3:25])[CH3:24]. (3) Given the product [N:24]([CH2:27][C@@H:28]([NH:36][C:21]([N:17]1[CH2:18][CH2:19][CH2:20][C@@H:15]([C@:2]([OH:1])([C:9]2[CH:14]=[CH:13][CH:12]=[CH:11][CH:10]=2)[CH2:3][CH2:4][CH2:5][CH2:6][O:7][CH3:8])[CH2:16]1)=[O:22])[CH2:29][C:30]1[CH:35]=[CH:34][CH:33]=[CH:32][CH:31]=1)=[N+:25]=[N-:26], predict the reactants needed to synthesize it. The reactants are: [OH:1][C@@:2]([C@@H:15]1[CH2:20][CH2:19][CH2:18][N:17]([C:21](Cl)=[O:22])[CH2:16]1)([C:9]1[CH:14]=[CH:13][CH:12]=[CH:11][CH:10]=1)[CH2:3][CH2:4][CH2:5][CH2:6][O:7][CH3:8].[N:24]([CH2:27][C@@H:28]([NH2:36])[CH2:29][C:30]1[CH:35]=[CH:34][CH:33]=[CH:32][CH:31]=1)=[N+:25]=[N-:26].C(N(CC)CC)C. (4) Given the product [C:34]([O:33][C:31]([N:27]1[CH2:28][CH2:29][CH2:30][CH:25]([NH:24][C:19]([C:18]2[CH:17]=[N:16][C:15]([O:14][CH2:13][C:3]3[C:4]([C:7]4[CH:8]=[CH:9][CH:10]=[CH:11][CH:12]=4)=[N:5][O:6][C:2]=3[CH3:1])=[CH:23][CH:22]=2)=[O:21])[CH2:26]1)=[O:32])([CH3:37])([CH3:35])[CH3:36], predict the reactants needed to synthesize it. The reactants are: [CH3:1][C:2]1[O:6][N:5]=[C:4]([C:7]2[CH:12]=[CH:11][CH:10]=[CH:9][CH:8]=2)[C:3]=1[CH2:13][O:14][C:15]1[CH:23]=[CH:22][C:18]([C:19]([OH:21])=O)=[CH:17][N:16]=1.[NH2:24][CH:25]1[CH2:30][CH2:29][CH2:28][N:27]([C:31]([O:33][C:34]([CH3:37])([CH3:36])[CH3:35])=[O:32])[CH2:26]1.